The task is: Predict the reactants needed to synthesize the given product.. This data is from Full USPTO retrosynthesis dataset with 1.9M reactions from patents (1976-2016). (1) The reactants are: Br[C:2]1[CH:3]=[CH:4][C:5]([O:10][CH2:11][CH2:12][O:13][Si:14]([C:17]([CH3:20])([CH3:19])[CH3:18])([CH3:16])[CH3:15])=[C:6]([CH:9]=1)[CH:7]=[O:8].[CH:21]1(B(O)O)[CH2:23][CH2:22]1.P([O-])([O-])([O-])=O.[K+].[K+].[K+]. Given the product [C:17]([Si:14]([CH3:16])([CH3:15])[O:13][CH2:12][CH2:11][O:10][C:5]1[CH:4]=[CH:3][C:2]([CH:21]2[CH2:23][CH2:22]2)=[CH:9][C:6]=1[CH:7]=[O:8])([CH3:20])([CH3:19])[CH3:18], predict the reactants needed to synthesize it. (2) The reactants are: C(O[K])(C)(C)C.[C:7]([O:11][C:12]([N:14]1[CH2:19][CH2:18][CH:17]([OH:20])[CH:16]([C:21]([F:24])([F:23])[F:22])[CH2:15]1)=[O:13])([CH3:10])([CH3:9])[CH3:8].F[C:26]1[CH:33]=[CH:32][CH:31]=[CH:30][C:27]=1[CH:28]=[O:29]. Given the product [C:7]([O:11][C:12]([N:14]1[CH2:19][CH2:18][CH:17]([O:20][C:26]2[CH:33]=[CH:32][CH:31]=[CH:30][C:27]=2[CH:28]=[O:29])[CH:16]([C:21]([F:24])([F:22])[F:23])[CH2:15]1)=[O:13])([CH3:10])([CH3:8])[CH3:9], predict the reactants needed to synthesize it.